Dataset: Reaction yield outcomes from USPTO patents with 853,638 reactions. Task: Predict the reaction yield, written as a fraction of the theoretical maximum amount of product (1.0 means a 100% yield; for example, 0.34 means a 34% yield). (1) The reactants are [Cl:1][C:2]1[CH:3]=[C:4]([CH:7]=[C:8]([O:10][C:11]2[C:16]([F:17])=[C:15]([CH2:18]Br)[CH:14]=[C:13]([Br:20])[C:12]=2[Br:21])[CH:9]=1)[C:5]#[N:6].[NH3:22].CO. The catalyst is ClCCl. The product is [NH2:22][CH2:18][C:15]1[C:16]([F:17])=[C:11]([O:10][C:8]2[CH:7]=[C:4]([CH:3]=[C:2]([Cl:1])[CH:9]=2)[C:5]#[N:6])[C:12]([Br:21])=[C:13]([Br:20])[CH:14]=1. The yield is 0.195. (2) The yield is 0.130. The catalyst is CCCCO. The product is [Br:23][C:24]1[CH:25]=[CH:26][CH:27]=[C:28]2[C:33]=1[N:32]=[C:31]([NH:1][C:2]1[CH:7]=[CH:6][C:5]([N:8]3[CH2:13][CH2:12][N:11]([C:14]([O:16][C:17]([CH3:18])([CH3:19])[CH3:20])=[O:15])[CH2:10][CH2:9]3)=[CH:4][C:3]=1[O:21][CH3:22])[N:30]=[CH:29]2. The reactants are [NH2:1][C:2]1[CH:7]=[CH:6][C:5]([N:8]2[CH2:13][CH2:12][N:11]([C:14]([O:16][C:17]([CH3:20])([CH3:19])[CH3:18])=[O:15])[CH2:10][CH2:9]2)=[CH:4][C:3]=1[O:21][CH3:22].[Br:23][C:24]1[CH:25]=[CH:26][CH:27]=[C:28]2[C:33]=1[N:32]=[C:31](Cl)[N:30]=[CH:29]2.C(O)(C(F)(F)F)=O. (3) The reactants are [N:1]1([N:9]2[CH2:14][CH2:13][CH2:12][CH2:11][CH2:10]2)[CH2:6][CH2:5][C:4](=O)[CH2:3][C:2]1=[O:8].[Cl:15][C:16]1[CH:21]=[C:20]([Cl:22])[CH:19]=[CH:18][C:17]=1[NH:23][CH2:24][C:25](=O)[CH3:26].CC1C=CC(S(O)(=O)=O)=CC=1. The catalyst is C1(C)C=CC=CC=1. The product is [Cl:15][C:16]1[CH:21]=[C:20]([Cl:22])[CH:19]=[CH:18][C:17]=1[N:23]1[C:4]2[CH2:5][CH2:6][N:1]([N:9]3[CH2:14][CH2:13][CH2:12][CH2:11][CH2:10]3)[C:2](=[O:8])[C:3]=2[C:25]([CH3:26])=[CH:24]1. The yield is 0.250. (4) The product is [Si:1]([O:8][C@@H:9]([CH2:36][O:37][Si:38]([C:41]([CH3:44])([CH3:43])[CH3:42])([CH3:39])[CH3:40])[CH2:10][CH2:11][CH:12]1[C@H:24]2[CH2:23][C:22]3[C:17]([CH2:16][C@H:15]2[CH2:14][C:13]1=[O:35])=[C:18]([O:33][CH3:34])[CH:19]=[CH:20][CH:21]=3)([C:4]([CH3:5])([CH3:6])[CH3:7])([CH3:3])[CH3:2]. The catalyst is CO.[Pd]. The reactants are [Si:1]([O:8][C@@H:9]([CH2:36][O:37][Si:38]([C:41]([CH3:44])([CH3:43])[CH3:42])([CH3:40])[CH3:39])[CH2:10][CH2:11][C:12]1[C:13](=[O:35])[CH2:14][C@H:15]2[C:24]=1[C@H:23](O[Si](C(C)(C)C)(C)C)[C:22]1[C:17](=[C:18]([O:33][CH3:34])[CH:19]=[CH:20][CH:21]=1)[CH2:16]2)([C:4]([CH3:7])([CH3:6])[CH3:5])([CH3:3])[CH3:2].C(=O)([O-])[O-].[K+].[K+].[H][H]. The yield is 0.880.